From a dataset of Forward reaction prediction with 1.9M reactions from USPTO patents (1976-2016). Predict the product of the given reaction. Given the reactants [CH3:1][C:2]1[CH:22]=[CH:21][CH:20]=[CH:19][C:3]=1[C:4]([C:6]1[N:10]([CH3:11])[C:9]([CH2:12][C:13]([O:15][CH2:16][CH3:17])=[O:14])=[CH:8][C:7]=1[CH3:18])=[O:5].Cl[C:24]1C=CC(C(C2N(C)C(CC(OCC)=O)=CC=2C)=O)=CC=1, predict the reaction product. The product is: [CH3:1][C:2]1[CH:22]=[CH:21][CH:20]=[CH:19][C:3]=1[C:4]([C:6]1[N:10]([CH3:11])[C:9]([CH:12]([CH3:24])[C:13]([O:15][CH2:16][CH3:17])=[O:14])=[CH:8][C:7]=1[CH3:18])=[O:5].